Dataset: Full USPTO retrosynthesis dataset with 1.9M reactions from patents (1976-2016). Task: Predict the reactants needed to synthesize the given product. Given the product [NH2:1][C:2]1[C:10]2[C:9]([C:11]3[CH:16]=[CH:15][C:14]([Cl:17])=[C:13]([Cl:18])[CH:12]=3)=[N:8][C:7]([CH2:19][C@@H:20]([CH3:30])[CH2:21][OH:22])=[N:6][C:5]=2[S:4][C:3]=1[C:31]([NH2:33])=[O:32], predict the reactants needed to synthesize it. The reactants are: [NH2:1][C:2]1[C:10]2[C:9]([C:11]3[CH:16]=[CH:15][C:14]([Cl:17])=[C:13]([Cl:18])[CH:12]=3)=[N:8][C:7]([CH2:19][C@@H:20]([CH3:30])[CH2:21][O:22]CC3C=CC=CC=3)=[N:6][C:5]=2[S:4][C:3]=1[C:31]([NH2:33])=[O:32].B(Br)(Br)Br.CO.